From a dataset of Reaction yield outcomes from USPTO patents with 853,638 reactions. Predict the reaction yield, written as a fraction of the theoretical maximum amount of product (1.0 means a 100% yield; for example, 0.34 means a 34% yield). (1) The reactants are Br[C:2]1[N:7]=[N:6][C:5]([NH2:8])=[N:4][C:3]=1[C:9]1[CH:14]=[CH:13][CH:12]=[CH:11][CH:10]=1.[CH3:15][C:16]1([CH3:22])[CH2:21][CH2:20][CH2:19][NH:18][CH2:17]1. No catalyst specified. The product is [CH3:15][C:16]1([CH3:22])[CH2:21][CH2:20][CH2:19][N:18]([C:2]2[N:7]=[N:6][C:5]([NH2:8])=[N:4][C:3]=2[C:9]2[CH:14]=[CH:13][CH:12]=[CH:11][CH:10]=2)[CH2:17]1. The yield is 0.100. (2) The reactants are [OH:1][CH2:2][C@@H:3]1[CH2:8][C@@H:7]2[C@@H:5]([CH2:6]2)[N:4]1[C:9]([O:11][C:12]([CH3:15])([CH3:14])[CH3:13])=[O:10].CC(OI1(OC(C)=O)(OC(C)=O)OC(=O)C2C=CC=CC1=2)=O.C([O-])(O)=O.[Na+].[O-]S([O-])(=S)=O.[Na+].[Na+]. The catalyst is C(Cl)Cl. The product is [CH:2]([C@@H:3]1[CH2:8][C@@H:7]2[C@@H:5]([CH2:6]2)[N:4]1[C:9]([O:11][C:12]([CH3:15])([CH3:14])[CH3:13])=[O:10])=[O:1]. The yield is 0.930. (3) The reactants are C(O[C:4](=[O:9])[C:5]([F:8])([F:7])[F:6])C.[N:10]1[CH:15]=[CH:14][CH:13]=[CH:12][C:11]=1[C:16](=[O:18])[CH3:17].C[O-].[Na+]. The catalyst is CO. The product is [F:8][C:5]([F:6])([F:7])[C:4](=[O:9])[CH2:17][C:16]([C:11]1[CH:12]=[CH:13][CH:14]=[CH:15][N:10]=1)=[O:18]. The yield is 0.810. (4) The reactants are [CH3:1][C:2]1[CH:7]=[C:6]([CH3:8])[NH:5][C:4](=[O:9])[C:3]=1[C:10]#[N:11].N#N.[ClH:14]. The catalyst is CO.[OH-].[OH-].[Pd+2]. The product is [ClH:14].[NH2:11][CH2:10][C:3]1[C:4](=[O:9])[NH:5][C:6]([CH3:8])=[CH:7][C:2]=1[CH3:1]. The yield is 0.900. (5) The yield is 0.630. The product is [F:17][C:18]1[CH:19]=[C:20]([NH:25][C:26]([NH:16][C:10]2[CH:11]=[CH:12][C:13]([O:14][CH3:15])=[C:8]([C:3]3[N:4]([CH3:7])[N:5]=[CH:6][C:2]=3[F:1])[CH:9]=2)=[O:27])[CH:21]=[CH:22][C:23]=1[F:24]. The reactants are [F:1][C:2]1[CH:6]=[N:5][N:4]([CH3:7])[C:3]=1[C:8]1[CH:9]=[C:10]([NH2:16])[CH:11]=[CH:12][C:13]=1[O:14][CH3:15].[F:17][C:18]1[CH:19]=[C:20]([N:25]=[C:26]=[O:27])[CH:21]=[CH:22][C:23]=1[F:24]. No catalyst specified.